Dataset: Full USPTO retrosynthesis dataset with 1.9M reactions from patents (1976-2016). Task: Predict the reactants needed to synthesize the given product. Given the product [F:18][C:2]1([F:1])[O:6][C:5]2[CH:7]=[CH:8][C:9]([O:14][CH2:15][O:16][CH3:17])=[C:10]([C:11]([O:13][CH3:23])=[O:12])[C:4]=2[O:3]1, predict the reactants needed to synthesize it. The reactants are: [F:1][C:2]1([F:18])[O:6][C:5]2[CH:7]=[CH:8][C:9]([O:14][CH2:15][O:16][CH3:17])=[C:10]([C:11]([OH:13])=[O:12])[C:4]=2[O:3]1.N([Si](C)(C)[CH3:23])=[N+]=[N-].